Dataset: Forward reaction prediction with 1.9M reactions from USPTO patents (1976-2016). Task: Predict the product of the given reaction. (1) Given the reactants C([O:4][C:5](=[O:19])[C:6]1[CH:11]=[CH:10][C:9]([O:12][CH2:13][CH:14]=[CH2:15])=[CH:8][C:7]=1[N+:16]([O-:18])=[O:17])C=C.[OH-].[Na+].Cl, predict the reaction product. The product is: [CH2:13]([O:12][C:9]1[CH:10]=[CH:11][C:6]([C:5]([OH:19])=[O:4])=[C:7]([N+:16]([O-:18])=[O:17])[CH:8]=1)[CH:14]=[CH2:15]. (2) Given the reactants [Cl:1][C:2]1[CH:10]=[C:9]([F:11])[C:8]([F:12])=[CH:7][C:3]=1[C:4](O)=[O:5].Cl.C[N:15](C)CCCN=C=NCC.ON1C(=O)CCC1=O.N, predict the reaction product. The product is: [Cl:1][C:2]1[CH:10]=[C:9]([F:11])[C:8]([F:12])=[CH:7][C:3]=1[C:4]([NH2:15])=[O:5]. (3) Given the reactants [CH2:1]([O:3][C:4](=[O:29])[C:5](=P(C1C=CC=CC=1)(C1C=CC=CC=1)C1C=CC=CC=1)[CH2:6][C:7]([OH:9])=[O:8])[CH3:2].[O:30]1[CH2:34][CH2:33][CH:32]=[C:31]1[CH:35]=O, predict the reaction product. The product is: [O:30]1[CH2:34][CH2:33][CH:32]=[C:31]1/[CH:35]=[C:5](/[C:4]([O:3][CH2:1][CH3:2])=[O:29])\[CH2:6][C:7]([OH:9])=[O:8]. (4) Given the reactants [H-].[Na+].[CH3:3][N:4]([CH3:9])[CH2:5][C@@H:6]([OH:8])[CH3:7].[Cl:10][C:11]1[CH:12]=[C:13]([CH:26]=[CH:27][C:28]=1[O:29][CH2:30][C:31]1[CH:36]=[CH:35][CH:34]=[CH:33][N:32]=1)[NH:14][C:15]1[C:24]2[C:19](=[CH:20][CH:21]=[CH:22][C:23]=2F)[N:18]=[CH:17][N:16]=1.CC(N(C)C)=O, predict the reaction product. The product is: [Cl:10][C:11]1[CH:12]=[C:13]([NH:14][C:15]2[C:24]3[C:19](=[CH:20][CH:21]=[CH:22][C:23]=3[O:8][C@@H:6]([CH3:7])[CH2:5][N:4]([CH3:9])[CH3:3])[N:18]=[CH:17][N:16]=2)[CH:26]=[CH:27][C:28]=1[O:29][CH2:30][C:31]1[CH:36]=[CH:35][CH:34]=[CH:33][N:32]=1. (5) Given the reactants [N+:1]([C:4]1[CH:13]=[C:12]2[C:7]([C:8](O)=[N:9][CH:10]=[N:11]2)=[CH:6][CH:5]=1)([O-:3])=[O:2].S(Cl)([Cl:17])=O, predict the reaction product. The product is: [Cl:17][C:8]1[C:7]2[C:12](=[CH:13][C:4]([N+:1]([O-:3])=[O:2])=[CH:5][CH:6]=2)[N:11]=[CH:10][N:9]=1.